Dataset: Forward reaction prediction with 1.9M reactions from USPTO patents (1976-2016). Task: Predict the product of the given reaction. (1) Given the reactants [O:1]=[C:2]1[CH2:6][S:5][CH2:4][CH:3]1[CH2:7][C:8]1[CH:13]=[CH:12][C:11]([CH:14]([CH3:18])[C:15]([OH:17])=[O:16])=[CH:10][CH:9]=1.[BH4-].[Na+], predict the reaction product. The product is: [OH:1][CH:2]1[CH2:6][S:5][CH2:4][CH:3]1[CH2:7][C:8]1[CH:13]=[CH:12][C:11]([CH:14]([CH3:18])[C:15]([OH:17])=[O:16])=[CH:10][CH:9]=1. (2) Given the reactants Br[C:2]1[CH:7]=[CH:6][C:5]([C@@H:8]([C:21]2[CH:26]=[CH:25][CH:24]=[CH:23][CH:22]=2)[O:9][C@@H:10]([CH2:17][CH:18]([CH3:20])[CH3:19])[C:11]([NH:13][CH2:14][C:15]#[N:16])=[O:12])=[CH:4][CH:3]=1.[CH3:27][S:28][C:29]1[CH:34]=[CH:33][C:32](B(O)O)=[CH:31][CH:30]=1.[I-].[K+].[C:40](=O)([O-])[O-:41].[K+].[K+], predict the reaction product. The product is: [C:15]([CH2:14][NH:13][C:11](=[O:12])[C@@H:10]([O:9][C@@H:8]([C:5]1[CH:6]=[CH:7][C:2]([C:40](=[O:41])[C:32]2[CH:33]=[CH:34][C:29]([S:28][CH3:27])=[CH:30][CH:31]=2)=[CH:3][CH:4]=1)[C:21]1[CH:26]=[CH:25][CH:24]=[CH:23][CH:22]=1)[CH2:17][CH:18]([CH3:20])[CH3:19])#[N:16]. (3) Given the reactants Br[C:2]1[CH:7]=[C:6]([O:8][CH3:9])[CH:5]=[C:4]([O:10][CH3:11])[CH:3]=1.[C:12]([Cu])#[N:13].[NH4+].[OH-], predict the reaction product. The product is: [CH3:11][O:10][C:4]1[CH:3]=[C:2]([CH:7]=[C:6]([O:8][CH3:9])[CH:5]=1)[C:12]#[N:13]. (4) The product is: [N:1]1([C:7]2[CH:22]=[CH:21][C:10]([CH:11]=[CH:12][C:13]3[C:14]([F:20])=[N:15][CH:16]=[C:17]([B:23]4[O:27][C:26]([CH3:29])([CH3:28])[C:25]([CH3:31])([CH3:30])[O:24]4)[CH:18]=3)=[CH:9][CH:8]=2)[CH2:6][CH2:5][CH2:4][CH2:3][CH2:2]1. Given the reactants [N:1]1([C:7]2[CH:22]=[CH:21][C:10]([CH:11]=[CH:12][C:13]3[C:14]([F:20])=[N:15][CH:16]=[C:17](Br)[CH:18]=3)=[CH:9][CH:8]=2)[CH2:6][CH2:5][CH2:4][CH2:3][CH2:2]1.[B:23]1([B:23]2[O:27][C:26]([CH3:29])([CH3:28])[C:25]([CH3:31])([CH3:30])[O:24]2)[O:27][C:26]([CH3:29])([CH3:28])[C:25]([CH3:31])([CH3:30])[O:24]1.O1CCOCC1.CCOC(C)=O, predict the reaction product.